This data is from Forward reaction prediction with 1.9M reactions from USPTO patents (1976-2016). The task is: Predict the product of the given reaction. (1) The product is: [C:1]([O:5][C:6](=[O:8])[NH2:7])([CH3:4])([CH3:3])[CH3:2].[NH2:9][CH2:10][CH2:11][NH:12][S:13]([C:16]1[C:17]2[CH:18]=[CH:19][N:20]=[CH:21][C:22]=2[CH:23]=[C:24]([C:27]2[CH:32]=[CH:31][CH:30]=[CH:29][CH:28]=2)[CH:25]=1)(=[O:15])=[O:14]. Given the reactants [C:1]([O:5][C:6](=[O:8])[NH2:7])([CH3:4])([CH3:3])[CH3:2].[NH2:9][CH2:10][CH2:11][NH:12][S:13]([C:16]1[C:17]2[CH:18]=[CH:19][N:20]=[CH:21][C:22]=2[CH:23]=[C:24](Br)[CH:25]=1)(=[O:15])=[O:14].[C:27]1(B2OCCCO2)[CH:32]=[CH:31][CH:30]=[CH:29][CH:28]=1.C([O-])([O-])=O.[Na+].[Na+], predict the reaction product. (2) Given the reactants Cl.C([O:9][C:10]1[CH:15]=[CH:14][C:13]([C:16]2[N:21]3[N:22]=[C:23]([NH2:25])[N:24]=[C:20]3[N:19]=[CH:18][CH:17]=2)=[CH:12][CH:11]=1)C1C=CC=CC=1, predict the reaction product. The product is: [OH:9][C:10]1[CH:11]=[CH:12][C:13]([C:16]2[N:21]3[N:22]=[C:23]([NH2:25])[N:24]=[C:20]3[N:19]=[CH:18][CH:17]=2)=[CH:14][CH:15]=1.